Dataset: Catalyst prediction with 721,799 reactions and 888 catalyst types from USPTO. Task: Predict which catalyst facilitates the given reaction. (1) Reactant: S(Cl)([Cl:3])=O.[F:5][C:6]1[CH:7]=[CH:8][CH:9]=[C:10]2[C:15]=1[N:14]=[C:13]([CH3:16])[CH:12]=[C:11]2[CH2:17]O. Product: [ClH:3].[Cl:3][CH2:17][C:11]1[C:10]2[C:15](=[C:6]([F:5])[CH:7]=[CH:8][CH:9]=2)[N:14]=[C:13]([CH3:16])[CH:12]=1. The catalyst class is: 22. (2) Reactant: [CH2:1]([O:8][C:9]([N:11]([CH3:29])[CH2:12][CH2:13][CH2:14][N:15]([CH3:28])[C:16]([C:18]1[N:23]=[CH:22][C:21]([C:24]([O:26]C)=[O:25])=[CH:20][CH:19]=1)=[O:17])=[O:10])[C:2]1[CH:7]=[CH:6][CH:5]=[CH:4][CH:3]=1.[OH-].[Na+]. Product: [CH2:1]([O:8][C:9]([N:11]([CH3:29])[CH2:12][CH2:13][CH2:14][N:15]([CH3:28])[C:16]([C:18]1[N:23]=[CH:22][C:21]([C:24]([OH:26])=[O:25])=[CH:20][CH:19]=1)=[O:17])=[O:10])[C:2]1[CH:3]=[CH:4][CH:5]=[CH:6][CH:7]=1. The catalyst class is: 5. (3) Reactant: CC(C)([O-])C.[K+].[CH2:7]([C:14]1([CH3:24])[N:19]([CH3:20])[C:18](=[O:21])[CH2:17][N:16]([CH3:22])[C:15]1=[O:23])[C:8]1[CH:13]=[CH:12][CH:11]=[CH:10][CH:9]=1.Br[CH2:26][C:27]1[C:31]([C:32]([O:34][CH3:35])=[O:33])=[C:30]([C:36]([O:38][CH3:39])=[O:37])[O:29][N:28]=1.C(#N)C.O. The catalyst class is: 85. Product: [CH2:7]([C:14]1([CH3:24])[C:15](=[O:23])[N:16]([CH3:22])[CH:17]([CH2:26][C:27]2[C:31]([C:32]([O:34][CH3:35])=[O:33])=[C:30]([C:36]([O:38][CH3:39])=[O:37])[O:29][N:28]=2)[C:18](=[O:21])[N:19]1[CH3:20])[C:8]1[CH:9]=[CH:10][CH:11]=[CH:12][CH:13]=1. (4) Reactant: [Cl:1][C:2]1[CH:3]=[CH:4][C:5]([OH:11])=[C:6]([C:8](=O)[CH3:9])[CH:7]=1.FC(F)(F)C(O)=O.C([SiH](CC)CC)C. Product: [Cl:1][C:2]1[CH:3]=[CH:4][C:5]([OH:11])=[C:6]([CH2:8][CH3:9])[CH:7]=1. The catalyst class is: 2. (5) Reactant: [Cl:1][C:2]1[CH:7]=[CH:6][C:5]([N:8]2[C:16]3[C:11](=[CH:12][C:13]([O:17][C@H:18]([C:22]4[CH:27]=[CH:26][CH:25]=[C:24]([O:28][CH3:29])[CH:23]=4)[C@@H:19]([NH2:21])[CH3:20])=[CH:14][CH:15]=3)[CH:10]=[N:9]2)=[CH:4][CH:3]=1.C(N(CC)C(C)C)(C)C.[F:39][C:40]([F:51])([F:50])[C:41](O[C:41](=[O:42])[C:40]([F:51])([F:50])[F:39])=[O:42]. Product: [Cl:1][C:2]1[CH:3]=[CH:4][C:5]([N:8]2[C:16]3[C:11](=[CH:12][C:13]([O:17][C@H:18]([C:22]4[CH:27]=[CH:26][CH:25]=[C:24]([O:28][CH3:29])[CH:23]=4)[C@@H:19]([NH:21][C:41](=[O:42])[C:40]([F:51])([F:50])[F:39])[CH3:20])=[CH:14][CH:15]=3)[CH:10]=[N:9]2)=[CH:6][CH:7]=1. The catalyst class is: 1. (6) Reactant: [Br:1][C:2]1[CH:11]=[CH:10][CH:9]=[C:8]2[C:3]=1[CH:4](O)[CH2:5][N:6]([C:12]([O:14][C:15]([CH3:18])([CH3:17])[CH3:16])=[O:13])[CH2:7]2.C(N(S(F)(F)[F:26])CC)C.C([O-])(O)=O.[Na+]. Product: [Br:1][C:2]1[CH:11]=[CH:10][CH:9]=[C:8]2[C:3]=1[CH:4]([F:26])[CH2:5][N:6]([C:12]([O:14][C:15]([CH3:18])([CH3:17])[CH3:16])=[O:13])[CH2:7]2. The catalyst class is: 2. (7) Reactant: [NH2:1][C:2]1[CH:3]=[N:4][CH:5]=[CH:6][C:7]=1[N:8]1[CH2:13][C@H:12]([CH3:14])[C@@H:11]([O:15][Si:16]([C:19]([CH3:22])([CH3:21])[CH3:20])([CH3:18])[CH3:17])[C@H:10]([NH:23][C:24](=[O:30])[O:25][C:26]([CH3:29])([CH3:28])[CH3:27])[CH2:9]1.[CH2:31]([C:33]1[S:41][C:40]2[C:35](=[N:36][C:37]([C:42](O)=[O:43])=[CH:38][CH:39]=2)[CH:34]=1)[CH3:32].C(N(CC)C(C)C)(C)C.F[P-](F)(F)(F)(F)F.C[N+](C)=C(N(C)C)ON1C2N=CC=CC=2N=N1. Product: [Si:16]([O:15][C@@H:11]1[C@@H:12]([CH3:14])[CH2:13][N:8]([C:7]2[CH:6]=[CH:5][N:4]=[CH:3][C:2]=2[NH:1][C:42]([C:37]2[N:36]=[C:35]3[CH:34]=[C:33]([CH2:31][CH3:32])[S:41][C:40]3=[CH:39][CH:38]=2)=[O:43])[CH2:9][C@H:10]1[NH:23][C:24](=[O:30])[O:25][C:26]([CH3:29])([CH3:28])[CH3:27])([C:19]([CH3:22])([CH3:21])[CH3:20])([CH3:18])[CH3:17]. The catalyst class is: 9. (8) Reactant: [CH2:1]([CH:3]([CH2:21][CH3:22])[C:4]([N:6]1[CH2:20][CH2:19][C:9]2([NH:13][C:12](=[O:14])[C@H:11]([CH2:15][CH2:16][S:17][CH3:18])[NH:10]2)[CH2:8][CH2:7]1)=[O:5])[CH3:2].[H-].[Na+].[CH2:25](Cl)[C:26]1[CH:31]=[CH:30][CH:29]=[CH:28][CH:27]=1.[NH4+].[Cl-]. Product: [CH2:25]([N:13]1[C:9]2([CH2:8][CH2:7][N:6]([C:4](=[O:5])[CH:3]([CH2:1][CH3:2])[CH2:21][CH3:22])[CH2:20][CH2:19]2)[NH:10][C@@H:11]([CH2:15][CH2:16][S:17][CH3:18])[C:12]1=[O:14])[C:26]1[CH:31]=[CH:30][CH:29]=[CH:28][CH:27]=1. The catalyst class is: 1. (9) Reactant: [F:1][C:2]1[CH:7]=[CH:6][C:5]([CH:8]2[CH2:12][CH2:11][N:10]([CH2:13][C:14]([OH:16])=O)[C:9]2=[O:17])=[CH:4][CH:3]=1.C(Cl)(=O)C(Cl)=O.[F:24][C:25]([F:34])([F:33])[C:26]1[CH:27]=[CH:28][C:29]([NH2:32])=[N:30][CH:31]=1.CN1CCOCC1. Product: [F:1][C:2]1[CH:3]=[CH:4][C:5]([CH:8]2[CH2:12][CH2:11][N:10]([CH2:13][C:14]([NH:32][C:29]3[CH:28]=[CH:27][C:26]([C:25]([F:33])([F:24])[F:34])=[CH:31][N:30]=3)=[O:16])[C:9]2=[O:17])=[CH:6][CH:7]=1. The catalyst class is: 4.